Task: Predict the product of the given reaction.. Dataset: Forward reaction prediction with 1.9M reactions from USPTO patents (1976-2016) (1) Given the reactants [CH2:1]([O:3][C:4]([C:6]1[C:7]2[CH2:27][S:26](=[O:29])(=[O:28])[C:25]3[CH:24]=[CH:23][CH:22]=[CH:21][C:20]=3[C:8]=2[N:9]([C:11]2[CH:19]=[CH:18][C:14]([C:15](O)=[O:16])=[CH:13][CH:12]=2)[N:10]=1)=[O:5])[CH3:2].C(N(CC)CC)C.ClC(OCC(C)C)=O.[BH4-].[Na+], predict the reaction product. The product is: [OH:16][CH2:15][C:14]1[CH:13]=[CH:12][C:11]([N:9]2[C:8]3[C:20]4[CH:21]=[CH:22][CH:23]=[CH:24][C:25]=4[S:26](=[O:29])(=[O:28])[CH2:27][C:7]=3[C:6]([C:4]([O:3][CH2:1][CH3:2])=[O:5])=[N:10]2)=[CH:19][CH:18]=1. (2) Given the reactants [CH3:1][O:2][C:3]1[CH:13]=[CH:12][C:6]2[CH:7]=[CH:8][CH2:9][CH2:10][NH:11][C:5]=2[CH:4]=1.FC(F)(F)C(O)=O, predict the reaction product. The product is: [CH3:1][O:2][C:3]1[CH:13]=[CH:12][C:6]2[CH:7]=[CH:8][CH:9]=[CH:10][NH:11][C:5]=2[CH:4]=1.